Dataset: Full USPTO retrosynthesis dataset with 1.9M reactions from patents (1976-2016). Task: Predict the reactants needed to synthesize the given product. (1) Given the product [F:5][CH2:4][CH2:3][CH2:2][N:15]1[CH2:14][CH2:13][N:12]([C:16]2[C:25]3[N:24]=[C:23]([C:26]([F:28])([F:29])[F:27])[S:22][C:21]=3[NH:20][C:19]3[CH:30]=[CH:31][CH:32]=[CH:33][C:18]=3[N:17]=2)[CH2:11][C@@H:10]1[CH2:9][CH2:8][O:7][CH3:6], predict the reactants needed to synthesize it. The reactants are: Br[CH2:2][CH2:3][CH2:4][F:5].[CH3:6][O:7][CH2:8][CH2:9][C@@H:10]1[NH:15][CH2:14][CH2:13][N:12]([C:16]2[C:25]3[N:24]=[C:23]([C:26]([F:29])([F:28])[F:27])[S:22][C:21]=3[NH:20][C:19]3[CH:30]=[CH:31][CH:32]=[CH:33][C:18]=3[N:17]=2)[CH2:11]1.C(=O)([O-])[O-].[K+].[K+].[I-].[Na+].[Cl-].[Na+]. (2) Given the product [Br:1][C:2]1[CH:3]=[CH:4][C:5]([C:8]2([CH3:9])[C:10]([CH3:11])([CH3:12])[O:13][C:22]([O:23][CH3:24])=[N:17][S:14]2(=[O:15])=[O:16])=[CH:6][CH:7]=1, predict the reactants needed to synthesize it. The reactants are: [Br:1][C:2]1[CH:7]=[CH:6][C:5]([C:8]([S:14]([NH2:17])(=[O:16])=[O:15])([C:10]([OH:13])([CH3:12])[CH3:11])[CH3:9])=[CH:4][CH:3]=1.C(O)(=O)C.[CH3:22][O:23][C:24](OC)(OC)OC. (3) The reactants are: Cl.Cl.[F:3][C:4]1[C:5]([N:13]2[CH2:18][CH2:17][O:16][CH2:15][C@@H:14]2[CH3:19])=[N:6][C:7]([CH3:12])=[N:8][C:9]=1[NH:10][NH2:11].[CH:20]([OH:23])([CH3:22])C.CN1[CH2:30][CH2:29][O:28]CC1.ON1[C:36]2N=[CH:38][CH:39]=[CH:40][C:35]=2N=N1.[CH2:41](Cl)[CH2:42]Cl.[CH3:45][N:46]([CH:48]=[O:49])C. Given the product [CH:41]1([CH2:42][C@@H:22]([C:20]([NH:11][NH:10][C:9]2[C:4]([F:3])=[C:5]([N:13]3[CH2:18][CH2:17][O:16][CH2:15][C@@H:14]3[CH3:19])[N:6]=[C:7]([CH3:12])[N:8]=2)=[O:23])[CH2:45][N:46]([O:28][CH2:29][C:30]2[CH:36]=[CH:35][CH:40]=[CH:39][CH:38]=2)[CH:48]=[O:49])[CH2:39][CH2:40][CH2:35][CH2:36]1, predict the reactants needed to synthesize it. (4) Given the product [CH2:1]([CH:3]([N:6]1[C:18]2[C:17]3[N:16]=[CH:15][CH:14]=[C:13]([C:19]4[C:24]([CH3:25])=[CH:23][C:22]([CH3:26])=[CH:21][C:20]=4[CH3:27])[C:12]=3[N:11]=[C:10]([CH3:28])[C:9]=2[CH:8]=[CH:7]1)[CH2:4][CH3:5])[CH3:2], predict the reactants needed to synthesize it. The reactants are: [CH2:1]([CH:3]([N:6]1[C:18]2[C:17]3[N:16]=[CH:15][CH:14]=[C:13]([C:19]4[C:24]([CH3:25])=[CH:23][C:22]([CH3:26])=[CH:21][C:20]=4[CH3:27])[C:12]=3[N:11]=[C:10]([CH3:28])[C:9]=2[CH2:8][CH2:7]1)[CH2:4][CH3:5])[CH3:2]. (5) Given the product [NH2:27][C:25]1[N:24]([C:2]2[C:3]([CH2:16][OH:17])=[N:4][N:5]([CH2:7][CH2:8][O:9][CH:10]3[CH2:15][CH2:14][CH2:13][CH2:12][O:11]3)[CH:6]=2)[N:23]=[C:22]([C:18]([CH3:21])([CH3:20])[CH3:19])[CH:26]=1, predict the reactants needed to synthesize it. The reactants are: I[C:2]1[C:3]([CH2:16][OH:17])=[N:4][N:5]([CH2:7][CH2:8][O:9][CH:10]2[CH2:15][CH2:14][CH2:13][CH2:12][O:11]2)[CH:6]=1.[C:18]([C:22]1[CH:26]=[C:25]([NH2:27])[NH:24][N:23]=1)([CH3:21])([CH3:20])[CH3:19].C(=O)([O-])[O-].[K+].[K+].CN[C@@H]1CCCC[C@H]1NC. (6) The reactants are: [F:1][C:2]1[CH:7]=[CH:6][C:5]([N:8](C)[C:9](C2N=C(CC3C=CC(F)=CC=3)N(C3C=CC(Cl)=CC=3)C=2)=O)=[CH:4][CH:3]=1. Given the product [F:1][C:2]1[CH:7]=[CH:6][C:5]([NH:8][CH3:9])=[CH:4][CH:3]=1, predict the reactants needed to synthesize it. (7) Given the product [CH3:14][C@H:15]1[NH:16][CH2:17][CH2:18][N:19]([CH:8]2[CH2:9][CH2:10][CH2:11][CH2:12][CH:7]2[C:1]2[CH:2]=[CH:3][CH:4]=[CH:5][CH:6]=2)[CH2:20]1, predict the reactants needed to synthesize it. The reactants are: [C:1]1([CH:7]2[CH2:12][CH2:11][CH2:10][CH2:9][C:8]2=O)[CH:6]=[CH:5][CH:4]=[CH:3][CH:2]=1.[CH3:14][C@@H:15]1[CH2:20][NH:19][CH2:18][CH2:17][NH:16]1.[BH4-].[Na+]. (8) Given the product [Br:11][C:8]1[CH:9]=[CH:10][C:5]([C:3]2[N:15]=[CH:12][O:14][CH:2]=2)=[CH:6][CH:7]=1, predict the reactants needed to synthesize it. The reactants are: Br[CH2:2][C:3]([C:5]1[CH:10]=[CH:9][C:8]([Br:11])=[CH:7][CH:6]=1)=O.[CH:12]([O-:14])=O.[NH4+:15].[OH-].[Na+]. (9) Given the product [C:14]1([S:20]([N:8]2[C:9]3[C:5](=[CH:4][C:3]([O:2][CH3:1])=[CH:11][N:10]=3)[CH:6]=[CH:7]2)(=[O:22])=[O:21])[CH:19]=[CH:18][CH:17]=[CH:16][CH:15]=1, predict the reactants needed to synthesize it. The reactants are: [CH3:1][O:2][C:3]1[CH:4]=[C:5]2[C:9](=[N:10][CH:11]=1)[NH:8][CH:7]=[CH:6]2.[H-].[Na+].[C:14]1([S:20](Cl)(=[O:22])=[O:21])[CH:19]=[CH:18][CH:17]=[CH:16][CH:15]=1. (10) Given the product [N:11]1([C:2]2[CH:7]=[CH:6][C:5]([CH2:8][CH2:9][OH:10])=[CH:4][CH:3]=2)[C:19]2=[N:18][CH:17]=[CH:16][CH:15]=[C:14]2[CH:13]=[CH:12]1, predict the reactants needed to synthesize it. The reactants are: I[C:2]1[CH:7]=[CH:6][C:5]([CH2:8][CH2:9][OH:10])=[CH:4][CH:3]=1.[NH:11]1[C:19]2[C:14](=[CH:15][CH:16]=[CH:17][N:18]=2)[CH:13]=[CH:12]1.P([O-])([O-])([O-])=O.[K+].[K+].[K+].CNCCNC.